From a dataset of Full USPTO retrosynthesis dataset with 1.9M reactions from patents (1976-2016). Predict the reactants needed to synthesize the given product. (1) Given the product [Cl:1][C:2]1[CH:3]=[CH:4][C:5]([O:17][CH2:18][C:19]2[CH:24]=[CH:23][CH:22]=[CH:21][CH:20]=2)=[C:6]([CH2:8][C:9]2[O:13][C:12]([C:14]([N:37]([CH3:36])[O:38][CH3:39])=[O:16])=[CH:11][CH:10]=2)[CH:7]=1, predict the reactants needed to synthesize it. The reactants are: [Cl:1][C:2]1[CH:3]=[CH:4][C:5]([O:17][CH2:18][C:19]2[CH:24]=[CH:23][CH:22]=[CH:21][CH:20]=2)=[C:6]([CH2:8][C:9]2[O:13][C:12]([C:14]([OH:16])=O)=[CH:11][CH:10]=2)[CH:7]=1.OC1C2N=NNC=2C=CC=1.Cl.[CH3:36][NH:37][O:38][CH3:39].C(N(CC)CC)C.Cl.CN(C)CCCN=C=NCC. (2) Given the product [C:1]([O:19][CH2:18][C:17]([CH3:20])([CH3:21])[CH2:16][N:15]1[C:9]2[CH:8]=[CH:7][C:6]([Cl:5])=[CH:50][C:10]=2[C@@H:11]([C:40]2[CH:45]=[CH:44][CH:43]=[C:42]([O:46][CH3:47])[C:41]=2[O:48][CH3:49])[O:12][C@H:13]([CH2:23][C:24]([NH:26][C:27]2[CH:28]=[C:29]([CH2:35][CH2:36][C:37]([OH:39])=[O:38])[CH:30]=[CH:31][C:32]=2[O:33][CH3:34])=[O:25])[C:14]1=[O:22])(=[O:3])[CH3:2], predict the reactants needed to synthesize it. The reactants are: [C:1](Cl)(=[O:3])[CH3:2].[Cl:5][C:6]1[CH:7]=[CH:8][C:9]2[N:15]([CH2:16][C:17]([CH3:21])([CH3:20])[CH2:18][OH:19])[C:14](=[O:22])[C@@H:13]([CH2:23][C:24]([NH:26][C:27]3[CH:28]=[C:29]([CH2:35][CH2:36][C:37]([OH:39])=[O:38])[CH:30]=[CH:31][C:32]=3[O:33][CH3:34])=[O:25])[O:12][C@H:11]([C:40]3[CH:45]=[CH:44][CH:43]=[C:42]([O:46][CH3:47])[C:41]=3[O:48][CH3:49])[C:10]=2[CH:50]=1.N1C=CC=CC=1.C(OCC)(=O)C. (3) Given the product [F:19][C:20]1[C:25]2=[N:26][S:27][N:28]=[C:24]2[C:23]([S:29]([NH:1][C:2]2[CH:3]=[CH:4][C:5]([C:6]([O:8][CH2:9][CH3:10])=[O:7])=[CH:11][CH:12]=2)(=[O:30])=[O:31])=[CH:22][CH:21]=1, predict the reactants needed to synthesize it. The reactants are: [NH2:1][C:2]1[CH:12]=[CH:11][C:5]([C:6]([O:8][CH2:9][CH3:10])=[O:7])=[CH:4][CH:3]=1.N1C=CC=CC=1.[F:19][C:20]1[C:25]2=[N:26][S:27][N:28]=[C:24]2[C:23]([S:29](Cl)(=[O:31])=[O:30])=[CH:22][CH:21]=1. (4) Given the product [Cl:2][C:3]1[CH:4]=[N:5][N:6]([C:8]2[CH:22]=[CH:21][C:11]([O:12][CH2:13][C@@H:14]3[C@@H:19]([NH:20][S:25]([CH3:24])(=[O:27])=[O:26])[CH2:18][CH2:17][O:16][CH2:15]3)=[CH:10][C:9]=2[F:23])[CH:7]=1, predict the reactants needed to synthesize it. The reactants are: Cl.[Cl:2][C:3]1[CH:4]=[N:5][N:6]([C:8]2[CH:22]=[CH:21][C:11]([O:12][CH2:13][C@@H:14]3[C@@H:19]([NH2:20])[CH2:18][CH2:17][O:16][CH2:15]3)=[CH:10][C:9]=2[F:23])[CH:7]=1.[CH3:24][S:25](Cl)(=[O:27])=[O:26].CO. (5) Given the product [CH2:1]([O:8][C:9](=[O:28])[C:10]1[CH:15]=[C:14]([O:16][CH2:17][C:18]2[CH:23]=[CH:22][CH:21]=[CH:20][CH:19]=2)[CH:13]=[C:12]([NH2:24])[C:11]=1[NH2:25])[C:2]1[CH:3]=[CH:4][CH:5]=[CH:6][CH:7]=1, predict the reactants needed to synthesize it. The reactants are: [CH2:1]([O:8][C:9](=[O:28])[C:10]1[CH:15]=[C:14]([O:16][CH2:17][C:18]2[CH:23]=[CH:22][CH:21]=[CH:20][CH:19]=2)[CH:13]=[C:12]([NH2:24])[C:11]=1[N+:25]([O-])=O)[C:2]1[CH:7]=[CH:6][CH:5]=[CH:4][CH:3]=1. (6) Given the product [Br:23][C:24]1[CH:29]=[CH:28][C:27]([S:30]([N:4]2[CH2:5][CH2:6][N:1]([C:7]([O:9][C:10]([CH3:13])([CH3:12])[CH3:11])=[O:8])[CH2:2][CH2:3]2)(=[O:32])=[O:31])=[C:26]([CH3:34])[CH:25]=1, predict the reactants needed to synthesize it. The reactants are: [N:1]1([C:7]([O:9][C:10]([CH3:13])([CH3:12])[CH3:11])=[O:8])[CH2:6][CH2:5][NH:4][CH2:3][CH2:2]1.CCN(C(C)C)C(C)C.[Br:23][C:24]1[CH:29]=[CH:28][C:27]([S:30](Cl)(=[O:32])=[O:31])=[C:26]([CH3:34])[CH:25]=1.[NH4+].[Cl-].